Dataset: Catalyst prediction with 721,799 reactions and 888 catalyst types from USPTO. Task: Predict which catalyst facilitates the given reaction. (1) Reactant: FC(F)(F)C(O)=O.[S:8]1[C:12]2[CH:13]=[CH:14][CH:15]=[CH:16][C:11]=2[N:10]=[C:9]1[NH:17][C:18](=[O:31])[C:19]1[CH:24]=[CH:23][C:22]([N:25]2[CH2:30][CH2:29][NH:28][CH2:27][CH2:26]2)=[CH:21][CH:20]=1.[C:32]1(=[O:42])[C:36]2([CH2:40][CH2:39][CH2:38][CH2:37]2)[CH2:35][C:34](=[O:41])[O:33]1.C(N(CC)CC)C. Product: [S:8]1[C:12]2[CH:13]=[CH:14][CH:15]=[CH:16][C:11]=2[N:10]=[C:9]1[NH:17][C:18]([C:19]1[CH:24]=[CH:23][C:22]([N:25]2[CH2:26][CH2:27][N:28]([C:34](=[O:41])[CH2:35][C:36]3([C:32]([OH:42])=[O:33])[CH2:40][CH2:39][CH2:38][CH2:37]3)[CH2:29][CH2:30]2)=[CH:21][CH:20]=1)=[O:31]. The catalyst class is: 3. (2) Reactant: [CH2:1]([O:8][C:9]1[CH:10]=[C:11]2[C:15](=[CH:16][CH:17]=1)[NH:14][CH:13]=[CH:12]2)[C:2]1[CH:7]=[CH:6][CH:5]=[CH:4][CH:3]=1.[H-].[Na+].[OH:20][C:21]([CH3:36])([CH3:35])[CH2:22][CH2:23]OS(C1C=CC(C)=CC=1)(=O)=O. Product: [CH2:1]([O:8][C:9]1[CH:10]=[C:11]2[C:15](=[CH:16][CH:17]=1)[N:14]([CH2:23][CH2:22][C:21]([CH3:36])([OH:20])[CH3:35])[CH:13]=[CH:12]2)[C:2]1[CH:3]=[CH:4][CH:5]=[CH:6][CH:7]=1. The catalyst class is: 9. (3) Reactant: [Cl:1][C:2]1[N:7]=[C:6](Cl)[C:5]([F:9])=[C:4](Cl)[N:3]=1.CCN(C(C)C)C(C)C.[CH3:20][N:21]1[CH2:26][CH2:25][NH:24][CH2:23][CH2:22]1.[NH2:27][NH2:28]. Product: [Cl:1][C:2]1[N:7]=[C:6]([NH:27][NH2:28])[C:5]([F:9])=[C:4]([N:24]2[CH2:25][CH2:26][N:21]([CH3:20])[CH2:22][CH2:23]2)[N:3]=1. The catalyst class is: 16. (4) Reactant: [H-].[Na+].[NH2:3][C:4]1[C:5]([CH3:10])=[CH:6][CH:7]=[CH:8][CH:9]=1.[Cl:11][C:12]1[CH:17]=[CH:16][CH:15]=[C:14](Cl)[C:13]=1[N+:19]([O-:21])=[O:20].Cl. Product: [Cl:11][C:12]1[C:13]([N+:19]([O-:21])=[O:20])=[C:14]([CH:15]=[CH:16][CH:17]=1)[NH:3][C:4]1[CH:9]=[CH:8][CH:7]=[CH:6][C:5]=1[CH3:10]. The catalyst class is: 20. (5) Reactant: [C:1]1(P(C2C=CC=CC=2)C2C=CC=CC=2)C=CC=CC=1.N(C(OCC)=O)=NC(OCC)=O.[C:32]([O:36][C:37]([N:39]1[CH2:44][CH2:43][C@@H:42]([C:45]2[CH:50]=[CH:49][C:48]([F:51])=[CH:47][CH:46]=2)[C@@H:41]([C:52]([OH:54])=[O:53])[CH2:40]1)=[O:38])([CH3:35])([CH3:34])[CH3:33]. Product: [CH3:1][O:53][C:52]([C@@H:41]1[C@H:42]([C:45]2[CH:46]=[CH:47][C:48]([F:51])=[CH:49][CH:50]=2)[CH2:43][CH2:44][N:39]([C:37]([O:36][C:32]([CH3:35])([CH3:33])[CH3:34])=[O:38])[CH2:40]1)=[O:54]. The catalyst class is: 7.